This data is from Peptide-MHC class II binding affinity with 134,281 pairs from IEDB. The task is: Regression. Given a peptide amino acid sequence and an MHC pseudo amino acid sequence, predict their binding affinity value. This is MHC class II binding data. The peptide sequence is NWVPTGRTTWSIHAGGEW. The MHC is DRB1_1101 with pseudo-sequence DRB1_1101. The binding affinity (normalized) is 0.173.